Predict which catalyst facilitates the given reaction. From a dataset of Catalyst prediction with 721,799 reactions and 888 catalyst types from USPTO. (1) Reactant: C(OC([N:8]1[C@@H:12]([CH2:13][CH2:14][C:15]2[CH:20]=[CH:19][C:18]([N:21]([C:23](=[O:31])[C:24]3[CH:29]=[CH:28][C:27]([Cl:30])=[CH:26][CH:25]=3)[CH3:22])=[CH:17][CH:16]=2)[CH2:11][O:10]C1(C)C)=O)(C)(C)C.O.FC(F)(F)C(O)=O.[OH-].[Na+]. Product: [NH2:8][C@H:12]([CH2:11][OH:10])[CH2:13][CH2:14][C:15]1[CH:16]=[CH:17][C:18]([N:21]([CH3:22])[C:23](=[O:31])[C:24]2[CH:29]=[CH:28][C:27]([Cl:30])=[CH:26][CH:25]=2)=[CH:19][CH:20]=1. The catalyst class is: 115. (2) Reactant: [CH2:1]([O:3][C:4](=[O:21])[C:5]([NH:7][C:8]1[C:17]([N+:18]([O-:20])=[O:19])=[CH:16][CH:15]=[C:14]2[C:9]=1[CH2:10][CH2:11][CH2:12][NH:13]2)=[O:6])[CH3:2].[Br:22]N1C(=O)CCC1=O. Product: [CH2:1]([O:3][C:4](=[O:21])[C:5]([NH:7][C:8]1[C:17]([N+:18]([O-:20])=[O:19])=[CH:16][C:15]([Br:22])=[C:14]2[C:9]=1[CH2:10][CH2:11][CH2:12][NH:13]2)=[O:6])[CH3:2]. The catalyst class is: 9. (3) Reactant: CO[C:3]1[CH:4]=[C:5]([NH:11][CH2:12][C:13]2[CH:18]=[N:17][C:16]3[NH:19][CH:20]=[CH:21][C:15]=3[C:14]=2[NH:22][CH3:23])[CH:6]=[C:7]([O:9][CH3:10])[CH:8]=1.[CH2:24](N(CC)CC)C.ClC(Cl)(O[C:35](=[O:41])OC(Cl)(Cl)Cl)Cl.[OH-:43].[Na+].[H-].[Na+].[C:47]1([S:53](Cl)(=[O:55])=[O:54])[CH:52]=[CH:51][CH:50]=[CH:49][CH:48]=1. Product: [CH3:24][O:43][C:3]1[CH:4]=[C:5]([N:11]2[CH2:12][C:13]3[CH:18]=[N:17][C:16]4[N:19]([S:53]([C:47]5[CH:52]=[CH:51][CH:50]=[CH:49][CH:48]=5)(=[O:55])=[O:54])[CH:20]=[CH:21][C:15]=4[C:14]=3[N:22]([CH3:23])[C:35]2=[O:41])[CH:6]=[C:7]([O:9][CH3:10])[CH:8]=1. The catalyst class is: 7. (4) Reactant: C[O:2][C:3](=[O:31])[CH2:4][CH2:5][CH:6]1[CH2:11][CH2:10][N:9]([C:12]2[S:13][C:14]([C:17]3[CH:22]=[CH:21][CH:20]=[C:19]([NH:23][C:24]4[CH:29]=[C:28]([CH3:30])[CH:27]=[CH:26][N:25]=4)[N:18]=3)=[CH:15][N:16]=2)[CH2:8][CH2:7]1.[OH-].[Na+]. Product: [CH3:30][C:28]1[CH:27]=[CH:26][N:25]=[C:24]([NH:23][C:19]2[N:18]=[C:17]([C:14]3[S:13][C:12]([N:9]4[CH2:8][CH2:7][CH:6]([CH2:5][CH2:4][C:3]([OH:31])=[O:2])[CH2:11][CH2:10]4)=[N:16][CH:15]=3)[CH:22]=[CH:21][CH:20]=2)[CH:29]=1. The catalyst class is: 83. (5) Reactant: [C:1]1([C:7]2[C:15]3[C:14](=[O:16])[NH:13][CH:12]=[N:11][C:10]=3[O:9][CH:8]=2)[CH:6]=[CH:5][CH:4]=[CH:3][CH:2]=1.C(=O)([O-])[O-].[Cs+].[Cs+].[F:23][C:24]([F:28])([F:27])[CH2:25]I. Product: [C:1]1([C:7]2[C:15]3[C:14](=[O:16])[N:13]([CH2:25][C:24]([F:28])([F:27])[F:23])[CH:12]=[N:11][C:10]=3[O:9][CH:8]=2)[CH:2]=[CH:3][CH:4]=[CH:5][CH:6]=1. The catalyst class is: 18. (6) Reactant: [CH:1]1[C:13]2[NH:12][C:11]3[C:6](=[CH:7][CH:8]=[CH:9][CH:10]=3)[C:5]=2[CH:4]=[CH:3][C:2]=1[O:14][CH2:15][CH2:16][CH2:17][CH2:18][CH2:19][C:20]([O:22]CC)=[O:21].[OH-].[Li+]. Product: [CH:1]1[C:13]2[NH:12][C:11]3[C:6](=[CH:7][CH:8]=[CH:9][CH:10]=3)[C:5]=2[CH:4]=[CH:3][C:2]=1[O:14][CH2:15][CH2:16][CH2:17][CH2:18][CH2:19][C:20]([OH:22])=[O:21]. The catalyst class is: 5.